From a dataset of Reaction yield outcomes from USPTO patents with 853,638 reactions. Predict the reaction yield, written as a fraction of the theoretical maximum amount of product (1.0 means a 100% yield; for example, 0.34 means a 34% yield). (1) The reactants are Br[C:2]1[C:3]([N:27]2[CH2:32][CH2:31][CH2:30][C@@H:29]([NH:33][C:34]([O:36][C:37]([CH3:40])([CH3:39])[CH3:38])=[O:35])[CH2:28]2)=[C:4]2[C:10]([NH:11][C:12](=[O:19])[C:13]3[CH:18]=[CH:17][CH:16]=[N:15][CH:14]=3)=[CH:9][N:8]([C:20]([O:22][C:23]([CH3:26])([CH3:25])[CH3:24])=[O:21])[C:5]2=[N:6][CH:7]=1.[CH:41]1(B(O)O)[CH2:43][CH2:42]1.[O-]P([O-])([O-])=O.[K+].[K+].[K+].C1(P(C2CCCCC2)C2CCCCC2)CCCCC1. The catalyst is C1(C)C=CC=CC=1.O.CC([O-])=O.CC([O-])=O.[Pd+2]. The product is [C:37]([O:36][C:34]([NH:33][C@@H:29]1[CH2:30][CH2:31][CH2:32][N:27]([C:3]2[C:2]([CH:41]3[CH2:43][CH2:42]3)=[CH:7][N:6]=[C:5]3[N:8]([C:20]([O:22][C:23]([CH3:26])([CH3:25])[CH3:24])=[O:21])[CH:9]=[C:10]([NH:11][C:12](=[O:19])[C:13]4[CH:18]=[CH:17][CH:16]=[N:15][CH:14]=4)[C:4]=23)[CH2:28]1)=[O:35])([CH3:40])([CH3:39])[CH3:38]. The yield is 0.510. (2) The reactants are C(OC(=O)C)(=O)C.[O:8]1[C:18]2[C:13](=[CH:14][CH:15]=[CH:16][CH:17]=2)[CH:12]=[CH:11][C:9]1=[O:10].C(O)(=O)C.C(O)(=O)C.[I:27][C:28]1[CH:33]=[CH:32][CH:31]=[CH:30][CH:29]=1.S(=O)(=O)(O)O.[F:39][P-:40]([F:45])([F:44])([F:43])([F:42])[F:41].[K+]. The catalyst is ClCCl. The product is [F:39][P-:40]([F:45])([F:44])([F:43])([F:42])[F:41].[C:28]1([I+:27][C:16]2[CH:17]=[C:18]3[C:13]([CH:12]=[CH:11][C:9](=[O:10])[O:8]3)=[CH:14][CH:15]=2)[CH:33]=[CH:32][CH:31]=[CH:30][CH:29]=1. The yield is 0.100. (3) The reactants are Br[C:2]1[CH:7]=[CH:6][C:5]([Br:8])=[CH:4][N:3]=1.[Cl:9][C:10]1[CH:15]=[CH:14][C:13]([NH2:16])=[CH:12][CH:11]=1.C([O-])([O-])=O.[Na+].[Na+]. No catalyst specified. The product is [Br:8][C:5]1[CH:6]=[CH:7][C:2]([NH:16][C:13]2[CH:14]=[CH:15][C:10]([Cl:9])=[CH:11][CH:12]=2)=[N:3][CH:4]=1. The yield is 0.610. (4) The reactants are [CH2:1]([O:8][C:9](=[O:44])[N:10]([CH2:41][CH:42]=[CH2:43])[C:11]1[C:16](=O)[N:15]2[C@H:18]([C:25](N(C(OC(C)(C)C)=O)C3C=CC=CC=3)=[O:26])[CH2:19][C@:20]([N:22]=[N+:23]=[N-:24])([CH3:21])[C:14]2=[N:13][CH:12]=1)[C:2]1[CH:7]=[CH:6][CH:5]=[CH:4][CH:3]=1.OO.[Li+].[OH-:48].[O-:49]S([O-])=O.[Na+].[Na+]. The catalyst is C1COCC1.O. The product is [CH2:41]([N:10]([C:9]([O:8][CH2:1][C:2]1[CH:7]=[CH:6][CH:5]=[CH:4][CH:3]=1)=[O:44])[C:11]1[C:16](=[O:48])[N:15]2[C@H:18]([C:25]([OH:49])=[O:26])[CH2:19][C@:20]([N:22]=[N+:23]=[N-:24])([CH3:21])[C:14]2=[N:13][CH:12]=1)[CH:42]=[CH2:43]. The yield is 0.800. (5) The reactants are [OH:1][C:2]1[CH:9]=[CH:8][C:5]([CH:6]=[O:7])=[C:4]([O:10][CH3:11])[CH:3]=1.C(=O)([O-])[O-].[Cs+].[Cs+].[I-].[Na+].Br[CH2:21][CH2:22][O:23][CH2:24][CH2:25][C:26]([P:29](=[O:36])([O:33][CH2:34][CH3:35])[O:30][CH2:31][CH3:32])([F:28])[F:27]. The catalyst is CN(C=O)C.O.CCOC(C)=O. The product is [F:28][C:26]([P:29](=[O:36])([O:33][CH2:34][CH3:35])[O:30][CH2:31][CH3:32])([F:27])[CH2:25][CH2:24][O:23][CH2:22][CH2:21][O:1][C:2]1[CH:9]=[CH:8][C:5]([CH:6]=[O:7])=[C:4]([O:10][CH3:11])[CH:3]=1. The yield is 0.790. (6) The reactants are [C:1]([O:5][C:6]([N:8]1[C:16]2[C:11](=[CH:12][CH:13]=[C:14](Br)[CH:15]=2)[CH:10]=[C:9]1[C:18]1[CH:23]=[C:22]([C:24]2[CH:29]=[CH:28][N:27]=[CH:26][CH:25]=2)[N:21]=[N:20][C:19]=1[O:30][CH3:31])=[O:7])([CH3:4])([CH3:3])[CH3:2].[CH3:32][NH:33][S:34]([C:37]1[CH:42]=[CH:41][C:40]([CH3:43])=[CH:39][CH:38]=1)(=[O:36])=[O:35].C(=O)([O-])[O-].[Cs+].[Cs+].CC1(C)C2C(=C(P(C3C=CC=CC=3)C3C=CC=CC=3)C=CC=2)OC2C(P(C3C=CC=CC=3)C3C=CC=CC=3)=CC=CC1=2. The catalyst is C1(C)C=CC=CC=1.C1C=CC(/C=C/C(/C=C/C2C=CC=CC=2)=O)=CC=1.C1C=CC(/C=C/C(/C=C/C2C=CC=CC=2)=O)=CC=1.C1C=CC(/C=C/C(/C=C/C2C=CC=CC=2)=O)=CC=1.[Pd].[Pd]. The product is [C:1]([O:5][C:6]([N:8]1[C:16]2[C:11](=[CH:12][CH:13]=[C:14]([N:33]([CH3:32])[S:34]([C:37]3[CH:42]=[CH:41][C:40]([CH3:43])=[CH:39][CH:38]=3)(=[O:36])=[O:35])[CH:15]=2)[CH:10]=[C:9]1[C:18]1[CH:23]=[C:22]([C:24]2[CH:29]=[CH:28][N:27]=[CH:26][CH:25]=2)[N:21]=[N:20][C:19]=1[O:30][CH3:31])=[O:7])([CH3:4])([CH3:3])[CH3:2]. The yield is 0.370. (7) The reactants are [CH3:1][C:2]1([CH3:41])[CH2:13][C:12]2[CH:11]=[C:10]3[N:5]([CH2:6][CH2:7][N:8]([C:15]4[C:20]([CH:21]=[O:22])=[C:19]([C:23]5[N:24]=[C:25]([NH:31][C:32]6[CH:37]=[CH:36][N:35]7[CH:38]=[CH:39][N:40]=[C:34]7[CH:33]=6)[C:26](=[O:30])[N:27]([CH3:29])[CH:28]=5)[CH:18]=[CH:17][N:16]=4)[C:9]3=[O:14])[C:4]=2[CH2:3]1.[BH4-].[Na+]. The catalyst is CO. The product is [OH:22][CH2:21][C:20]1[C:15]([N:8]2[CH2:7][CH2:6][N:5]3[C:4]4[CH2:3][C:2]([CH3:1])([CH3:41])[CH2:13][C:12]=4[CH:11]=[C:10]3[C:9]2=[O:14])=[N:16][CH:17]=[CH:18][C:19]=1[C:23]1[N:24]=[C:25]([NH:31][C:32]2[CH:37]=[CH:36][N:35]3[CH:38]=[CH:39][N:40]=[C:34]3[CH:33]=2)[C:26](=[O:30])[N:27]([CH3:29])[CH:28]=1. The yield is 0.610. (8) The reactants are [C:1]1([N:7]2[C:15]3[CH2:14][CH2:13][NH:12][CH:11]([C:16](OCC)=[O:17])[C:10]=3[N:9]=[CH:8]2)[CH:6]=[CH:5][CH:4]=[CH:3][CH:2]=1.[H-].[H-].[H-].[H-].[Li+].[Al+3]. The catalyst is C1COCC1. The product is [C:1]1([N:7]2[C:15]3[CH2:14][CH2:13][NH:12][CH:11]([CH2:16][OH:17])[C:10]=3[N:9]=[CH:8]2)[CH:2]=[CH:3][CH:4]=[CH:5][CH:6]=1. The yield is 0.710. (9) The reactants are C[O:2][C:3]1[N:4]=[CH:5][CH:6]=[C:7]2[C:11]([C:12]3[CH:17]=[C:16]([CH2:18][S:19]([CH3:22])(=[O:21])=[O:20])[CH:15]=[CH:14][C:13]=3[NH:23][C:24]3[CH:29]=[CH:28][CH:27]=[CH:26][N:25]=3)=[CH:10][N:9]([CH3:30])[C:8]=12.Cl. The catalyst is CO. The product is [CH3:30][N:9]1[C:8]2[C:3](=[O:2])[NH:4][CH:5]=[CH:6][C:7]=2[C:11]([C:12]2[CH:17]=[C:16]([CH2:18][S:19]([CH3:22])(=[O:20])=[O:21])[CH:15]=[CH:14][C:13]=2[NH:23][C:24]2[CH:29]=[CH:28][CH:27]=[CH:26][N:25]=2)=[CH:10]1. The yield is 0.920. (10) The reactants are C(O[C:6]([N:8]1[CH:13]([C:14]2[NH:15][C:16]([C:19]3[CH:24]=[CH:23][C:22]([Br:25])=[CH:21][CH:20]=3)=[CH:17][N:18]=2)[CH:12]2[CH2:26][CH:9]1[CH2:10][CH2:11]2)=[O:7])(C)(C)C.Cl.[CH3:28][O:29][C:30]([NH:32][CH:33]([CH:37]([CH3:39])[CH3:38])C(O)=O)=[O:31].CN(C(ON1N=NC2C=CC=NC1=2)=[N+](C)C)C.F[P-](F)(F)(F)(F)F.C(N(CC)C(C)C)(C)C. The catalyst is CO.O1CCOCC1. The product is [CH3:28][O:29][C:30](=[O:31])[NH:32][CH:33]([C:6]([N:8]1[CH:13]([C:14]2[NH:15][C:16]([C:19]3[CH:24]=[CH:23][C:22]([Br:25])=[CH:21][CH:20]=3)=[CH:17][N:18]=2)[CH:12]2[CH2:26][CH:9]1[CH2:10][CH2:11]2)=[O:7])[CH:37]([CH3:39])[CH3:38]. The yield is 0.890.